The task is: Predict the product of the given reaction.. This data is from Forward reaction prediction with 1.9M reactions from USPTO patents (1976-2016). (1) Given the reactants [S:1]1[CH:5]=[CH:4][CH:3]=[C:2]1[C:6](=O)[CH3:7].Cl.[O:10]=[C:11]1[NH:15][CH2:14][CH2:13][N:12]1[CH2:16][CH2:17][NH:18][C:19]([NH2:21])=[NH:20].[C:22](=O)([O-])[O-].[Cs+].[Cs+], predict the reaction product. The product is: [S:1]1[CH:5]=[CH:4][CH:3]=[C:2]1[C:6]1[CH:7]=[CH:22][N:21]=[C:19]([NH:18][CH2:17][CH2:16][N:12]2[CH2:13][CH2:14][NH:15][C:11]2=[O:10])[N:20]=1. (2) Given the reactants [Cl:1][C:2]1[C:15]2[NH:14][C:13]3[C:8](=[CH:9][CH:10]=[CH:11][CH:12]=3)[S:7][C:6]=2[CH:5]=[CH:4][CH:3]=1.[I:16]I, predict the reaction product. The product is: [I-:16].[Cl:1][C:2]1[C:15]2[C:6](=[S+:7][C:8]3[C:13]([N:14]=2)=[CH:12][CH:11]=[CH:10][CH:9]=3)[CH:5]=[CH:4][CH:3]=1. (3) Given the reactants [Cl:1][C:2]1[CH:25]=[CH:24][CH:23]=[CH:22][C:3]=1[C:4]([NH:6][C:7]1[C:8](Cl)=[N:9][C:10]([CH3:20])=[N:11][C:12]=1[NH:13][CH:14]1[CH2:19][CH2:18][O:17][CH2:16][CH2:15]1)=O.[CH3:26][N:27]1[CH2:32][CH2:31][NH:30][CH2:29][CH2:28]1.C(N(C(C)C)CC)(C)C, predict the reaction product. The product is: [Cl:1][C:2]1[CH:25]=[CH:24][CH:23]=[CH:22][C:3]=1[C:4]1[N:13]([CH:14]2[CH2:19][CH2:18][O:17][CH2:16][CH2:15]2)[C:12]2[C:7]([N:6]=1)=[C:8]([N:30]1[CH2:31][CH2:32][N:27]([CH3:26])[CH2:28][CH2:29]1)[N:9]=[C:10]([CH3:20])[N:11]=2. (4) Given the reactants [O:1]1[CH2:6][CH2:5][CH:4]=[C:3]([C:7]2[CH:20]=[C:19]([F:21])[C:18]3[O:17][C:16]4[C:11](=[CH:12][C:13]([OH:22])=[CH:14][CH:15]=4)[C@:10]4([N:27]=[C:26]([NH:28][C:29](=[O:35])[O:30][C:31]([CH3:34])([CH3:33])[CH3:32])[CH2:25][O:24][CH2:23]4)[C:9]=3[CH:8]=2)[CH2:2]1.[F:36][C:37]([F:56])([F:55])[S:38](N(C1C=CC=CC=1)[S:38]([C:37]([F:56])([F:55])[F:36])(=[O:40])=[O:39])(=[O:40])=[O:39], predict the reaction product. The product is: [F:36][C:37]([F:56])([F:55])[S:38]([O:22][C:13]1[CH:12]=[C:11]2[C:16]([O:17][C:18]3[C:19]([F:21])=[CH:20][C:7]([C:3]4[CH2:2][O:1][CH2:6][CH2:5][CH:4]=4)=[CH:8][C:9]=3[C@:10]32[N:27]=[C:26]([NH:28][C:29]([O:30][C:31]([CH3:32])([CH3:34])[CH3:33])=[O:35])[CH2:25][O:24][CH2:23]3)=[CH:15][CH:14]=1)(=[O:40])=[O:39]. (5) Given the reactants [ClH:1].[CH3:2][N:3]([CH3:53])[S:4]([C:7]1[CH:8]=[CH:9][C:10]([CH3:52])=[C:11]([C:13]2[CH:18]=[CH:17][C:16]([CH2:19][C@H:20]([NH:34][C:35]([C@H:37]3[CH2:42][CH2:41][C@H:40]([CH2:43][NH:44]C(=O)OC(C)(C)C)[CH2:39][CH2:38]3)=[O:36])[C:21](=[O:33])[NH:22][C:23]3[CH:32]=[CH:31][C:26]4[NH:27][C:28](=[O:30])[NH:29][C:25]=4[CH:24]=3)=[CH:15][CH:14]=2)[CH:12]=1)(=[O:6])=[O:5].C(#N)C, predict the reaction product. The product is: [ClH:1].[NH2:44][CH2:43][C@H:40]1[CH2:41][CH2:42][C@H:37]([C:35]([NH:34][C@@H:20]([CH2:19][C:16]2[CH:15]=[CH:14][C:13]([C:11]3[CH:12]=[C:7]([S:4](=[O:5])(=[O:6])[N:3]([CH3:2])[CH3:53])[CH:8]=[CH:9][C:10]=3[CH3:52])=[CH:18][CH:17]=2)[C:21](=[O:33])[NH:22][C:23]2[CH:32]=[CH:31][C:26]3[NH:27][C:28](=[O:30])[NH:29][C:25]=3[CH:24]=2)=[O:36])[CH2:38][CH2:39]1. (6) Given the reactants [F:1][C:2]1[CH:3]=[C:4]([NH2:21])[CH:5]=[CH:6][C:7]=1[O:8][C:9]1[C:18]2[C:13](=[CH:14][C:15]([O:19][CH3:20])=[CH:16][CH:17]=2)[N:12]=[CH:11][CH:10]=1.[CH3:22][C:23]1[CH:24]=[CH:25][C:26]2[N:27]([CH:36]=1)[C:28](=[O:35])[C:29]([C:32](O)=[O:33])=[CH:30][N:31]=2.CN(C(ON1N=NC2C=CC=NC1=2)=[N+](C)C)C.F[P-](F)(F)(F)(F)F, predict the reaction product. The product is: [F:1][C:2]1[CH:3]=[C:4]([NH:21][C:32]([C:29]2[C:28](=[O:35])[N:27]3[CH:36]=[C:23]([CH3:22])[CH:24]=[CH:25][C:26]3=[N:31][CH:30]=2)=[O:33])[CH:5]=[CH:6][C:7]=1[O:8][C:9]1[C:18]2[C:13](=[CH:14][C:15]([O:19][CH3:20])=[CH:16][CH:17]=2)[N:12]=[CH:11][CH:10]=1.